This data is from Catalyst prediction with 721,799 reactions and 888 catalyst types from USPTO. The task is: Predict which catalyst facilitates the given reaction. (1) Reactant: [C:1]([C:3]1[CH:4]=[C:5]([OH:9])[CH:6]=[CH:7][CH:8]=1)#[CH:2].C[Si]([N:14]=[N+:15]=[N-:16])(C)C.O. Product: [NH:14]1[CH:2]=[C:1]([C:3]2[CH:4]=[C:5]([OH:9])[CH:6]=[CH:7][CH:8]=2)[N:16]=[N:15]1. The catalyst class is: 11. (2) Reactant: [CH3:1][C:2]1[N:7]2[N:8]=[C:9]([CH2:11][CH2:12][C:13]3[NH:14][CH:15]=[C:16]([C:18]4[S:19][CH:20]=[CH:21][CH:22]=4)[N:17]=3)[N:10]=[C:6]2[CH:5]=[CH:4][CH:3]=1.[CH2:23]([C@@H:25]1[O:27][CH2:26]1)[Cl:24]. Product: [Cl:24][CH2:23][C@H:25]([OH:27])[CH2:26][N:14]1[CH:15]=[C:16]([C:18]2[S:19][CH:20]=[CH:21][CH:22]=2)[N:17]=[C:13]1[CH2:12][CH2:11][C:9]1[N:10]=[C:6]2[CH:5]=[CH:4][CH:3]=[C:2]([CH3:1])[N:7]2[N:8]=1. The catalyst class is: 26.